From a dataset of Reaction yield outcomes from USPTO patents with 853,638 reactions. Predict the reaction yield, written as a fraction of the theoretical maximum amount of product (1.0 means a 100% yield; for example, 0.34 means a 34% yield). (1) The reactants are [C:1]1([CH3:8])[CH:6]=[CH:5][CH:4]=[C:3]([CH3:7])[CH:2]=1.[C:9]1([S:15](Cl)(=[O:17])=[O:16])[CH:14]=[CH:13][CH:12]=[CH:11][CH:10]=1. The catalyst is [N-](S(C(F)(F)F)(=O)=O)S(C(F)(F)F)(=O)=O.[N-](S(C(F)(F)F)(=O)=O)S(C(F)(F)F)(=O)=O.C([N+]1C=CN(C)C=1)CCC.C([N+]1C=CN(C)C=1)CCC.N(S(C(F)(F)F)(=O)=O)S(C(F)(F)F)(=O)=O.N(S(C(F)(F)F)(=O)=O)S(C(F)(F)F)(=O)=O.[Zn+2]. The product is [CH3:8][C:1]1[CH:6]=[CH:5][C:4]([S:15]([C:9]2[CH:14]=[CH:13][CH:12]=[CH:11][CH:10]=2)(=[O:17])=[O:16])=[C:3]([CH3:7])[CH:2]=1. The yield is 0.990. (2) The reactants are Cl.[O:2]=[C:3]1[CH2:8][CH2:7][NH:6][CH2:5][CH:4]1[C:9]([O:11][CH3:12])=[O:10].C(N(CC)CC)C.[C:20](O[C:20]([O:22][C:23]([CH3:26])([CH3:25])[CH3:24])=[O:21])([O:22][C:23]([CH3:26])([CH3:25])[CH3:24])=[O:21]. The catalyst is ClCCl. The product is [O:2]=[C:3]1[CH2:8][CH2:7][N:6]([C:20]([O:22][C:23]([CH3:26])([CH3:25])[CH3:24])=[O:21])[CH2:5][CH:4]1[C:9]([O:11][CH3:12])=[O:10]. The yield is 0.990. (3) The reactants are [CH3:1][N:2]([CH2:13][C:14]1[N:18]([CH2:19][C@H:20]2[CH2:25][CH2:24][CH2:23][NH:22][CH2:21]2)[C:17]2[CH:26]=[CH:27][CH:28]=[CH:29][C:16]=2[N:15]=1)[C@@H:3]1[C:12]2[N:11]=[CH:10][CH:9]=[CH:8][C:7]=2[CH2:6][CH2:5][CH2:4]1.C([Si](C)(C)[O:35][CH2:36][CH:37]=O)(C)(C)C.C(O)(=O)C.[BH-](OC(C)=O)(OC(C)=O)OC(C)=O.[Na+].C([O-])([O-])=O.[Na+].[Na+].[F-].C([N+](CCCC)(CCCC)CCCC)CCC.C1COCC1. The catalyst is ClCCCl.ClCCl. The product is [CH3:1][N:2]([CH2:13][C:14]1[N:18]([CH2:19][C@H:20]2[CH2:25][CH2:24][CH2:23][N:22]([CH2:37][CH2:36][OH:35])[CH2:21]2)[C:17]2[CH:26]=[CH:27][CH:28]=[CH:29][C:16]=2[N:15]=1)[C@@H:3]1[C:12]2[N:11]=[CH:10][CH:9]=[CH:8][C:7]=2[CH2:6][CH2:5][CH2:4]1. The yield is 0.550.